Dataset: Full USPTO retrosynthesis dataset with 1.9M reactions from patents (1976-2016). Task: Predict the reactants needed to synthesize the given product. (1) Given the product [Cl:1][C:2]1[CH:7]=[CH:6][C:5]([CH:8]([C:20]2[CH:25]=[CH:24][C:23]([Cl:26])=[CH:22][CH:21]=2)[C:9]2[CH:10]=[C:11]3[C:16](=[CH:17][CH:18]=2)[N:15]=[CH:14][N:13]=[C:12]3[NH:39][CH:36]2[CH2:37][CH2:38][N:33]([C:27]3[CH:32]=[CH:31][CH:30]=[CH:29][CH:28]=3)[CH2:34][CH2:35]2)=[CH:4][CH:3]=1, predict the reactants needed to synthesize it. The reactants are: [Cl:1][C:2]1[CH:7]=[CH:6][C:5]([CH:8]([C:20]2[CH:25]=[CH:24][C:23]([Cl:26])=[CH:22][CH:21]=2)[C:9]2[CH:10]=[C:11]3[C:16](=[CH:17][CH:18]=2)[N:15]=[CH:14][N:13]=[C:12]3Cl)=[CH:4][CH:3]=1.[C:27]1([N:33]2[CH2:38][CH2:37][CH:36]([NH2:39])[CH2:35][CH2:34]2)[CH:32]=[CH:31][CH:30]=[CH:29][CH:28]=1. (2) The reactants are: [C:1]([O:5][C:6](=[O:14])[NH:7][CH:8]1[CH2:13][CH2:12][NH:11][CH2:10][CH2:9]1)([CH3:4])([CH3:3])[CH3:2].C(=O)(O)[O-].[Na+].[C:20]([O:23][CH2:24][CH3:25])(=[O:22])C. Given the product [CH3:3][C:1]([O:5][C:6]([NH:7][CH:8]1[CH2:13][CH2:12][N:11]([C:20]([O:23][CH2:24][C:25]2[CH:12]=[CH:13][CH:8]=[CH:9][CH:10]=2)=[O:22])[CH2:10][CH2:9]1)=[O:14])([CH3:4])[CH3:2], predict the reactants needed to synthesize it. (3) Given the product [F:16][C:17]1[CH:18]=[C:19]([C:24]#[C:25][C:26]([N:10]2[CH2:9][CH:8]([CH2:11][CH:12]([CH3:14])[CH3:13])[NH:7][C:6](=[O:15])[CH:5]2[CH2:1][CH:2]([CH3:4])[CH3:3])=[O:27])[CH:20]=[CH:21][C:22]=1[F:23], predict the reactants needed to synthesize it. The reactants are: [CH2:1]([C@@H:5]1[NH:10][CH2:9][C@H:8]([CH2:11][CH:12]([CH3:14])[CH3:13])[NH:7][C:6]1=[O:15])[CH:2]([CH3:4])[CH3:3].[F:16][C:17]1[CH:18]=[C:19]([C:24]#[C:25][C:26](O)=[O:27])[CH:20]=[CH:21][C:22]=1[F:23].C(C1N(C(=O)C#CC2C=CC=CC=2)CC(CC(C)C)NC1=O)C(C)C.